Dataset: Catalyst prediction with 721,799 reactions and 888 catalyst types from USPTO. Task: Predict which catalyst facilitates the given reaction. (1) Reactant: [CH3:1][O:2][CH2:3][C@H:4]1[N:9]([CH2:10][CH2:11]O)[CH2:8][CH2:7][O:6][CH2:5]1.S(Cl)([Cl:15])=O.C(OCC)(=O)C. Product: [ClH:15].[Cl:15][CH2:11][CH2:10][N:9]1[CH2:8][CH2:7][O:6][CH2:5][C@H:4]1[CH2:3][O:2][CH3:1]. The catalyst class is: 11. (2) Reactant: [CH2:1]([O:5][C:6]1[CH:11]=[CH:10][CH:9]=[CH:8][CH:7]=1)[C:2]#[C:3][CH3:4].[Cl:12][S:13](O)(=[O:15])=[O:14].C(Cl)(=O)C(Cl)=O.CN(C=O)C. Product: [CH2:1]([O:5][C:6]1[CH:11]=[CH:10][C:9]([S:13]([Cl:12])(=[O:15])=[O:14])=[CH:8][CH:7]=1)[C:2]#[C:3][CH3:4]. The catalyst class is: 665. (3) Reactant: [CH3:1][O:2][C:3]1[CH:4]=[C:5]([Mg]Br)[CH:6]=[CH:7][C:8]=1[O:9][CH3:10].[CH:13](=[O:20])[C:14]1[CH:19]=[CH:18][CH:17]=[N:16][CH:15]=1. Product: [CH3:1][O:2][C:3]1[CH:4]=[C:5]([CH:13]([C:14]2[CH:15]=[N:16][CH:17]=[CH:18][CH:19]=2)[OH:20])[CH:6]=[CH:7][C:8]=1[O:9][CH3:10]. The catalyst class is: 1. (4) Reactant: C(O[C:6](=O)[NH:7][CH2:8][CH2:9][N:10]1[CH2:15][CH2:14][O:13][CH2:12][CH2:11]1)(C)(C)C.[H-].[Al+3].[Li+].[H-].[H-].[H-].O.[OH-].[Na+]. Product: [CH3:6][NH:7][CH2:8][CH2:9][N:10]1[CH2:15][CH2:14][O:13][CH2:12][CH2:11]1. The catalyst class is: 1. (5) Reactant: [Cl:1][C:2]1[C:7]2[N:8]=[CH:9][N:10]([CH3:11])[C:6]=2[C:5]([C:12]([N:14]2[CH2:19][CH2:18][O:17][CH2:16][CH2:15]2)=[O:13])=[CH:4][N:3]=1.CS(O)(=O)=O.[F:25][C:26]([F:36])([F:35])[O:27][C:28]1[CH:29]=[C:30]([CH:32]=[CH:33][CH:34]=1)[NH2:31]. Product: [ClH:1].[CH3:11][N:10]1[C:6]2[C:5]([C:12]([N:14]3[CH2:19][CH2:18][O:17][CH2:16][CH2:15]3)=[O:13])=[CH:4][N:3]=[C:2]([NH:31][C:30]3[CH:32]=[CH:33][CH:34]=[C:28]([O:27][C:26]([F:25])([F:35])[F:36])[CH:29]=3)[C:7]=2[N:8]=[CH:9]1. The catalyst class is: 12. (6) Reactant: [Cl:1][C:2]1[CH:7]=[CH:6][C:5]([N:8]2[C:13](=[O:14])[C:12]3[CH:15]=[N:16][N:17]([C:18]4[CH:19]=[C:20]([NH:24][S:25]([CH3:28])(=[O:27])=[O:26])[CH:21]=[CH:22][CH:23]=4)[C:11]=3[N:10]=[C:9]2[C:29]2[CH:34]=[CH:33][C:32](B3OC(C)(C)C(C)(C)O3)=[CH:31][CH:30]=2)=[CH:4][CH:3]=1.[NH2:44][C:45]1[CH:50]=[CH:49][C:48](Br)=[CH:47][N:46]=1.C(=O)([O-])[O-].[Cs+].[Cs+]. Product: [NH2:44][C:45]1[N:46]=[CH:47][C:48]([C:32]2[CH:33]=[CH:34][C:29]([C:9]3[N:8]([C:5]4[CH:4]=[CH:3][C:2]([Cl:1])=[CH:7][CH:6]=4)[C:13](=[O:14])[C:12]4[CH:15]=[N:16][N:17]([C:18]5[CH:19]=[C:20]([NH:24][S:25]([CH3:28])(=[O:26])=[O:27])[CH:21]=[CH:22][CH:23]=5)[C:11]=4[N:10]=3)=[CH:30][CH:31]=2)=[CH:49][CH:50]=1. The catalyst class is: 423. (7) Reactant: [F:1][C:2]1[CH:3]=[C:4]([CH:10]=[C:11]([F:13])[CH:12]=1)[C@H:5]([OH:9])[C:6]([OH:8])=O.Cl.[NH2:15][C@H:16]([C:20]([NH:22][N:23]1[C:29](=[O:30])[CH:28]([CH2:31][CH:32]2[CH2:34][CH2:33]2)[C:27]2[CH:35]=[CH:36][CH:37]=[CH:38][C:26]=2[C:25]2[CH:39]=[CH:40][CH:41]=[CH:42][C:24]1=2)=[O:21])[CH:17]([CH3:19])[CH3:18]. Product: [F:13][C:11]1[CH:10]=[C:4]([CH:3]=[C:2]([F:1])[CH:12]=1)[C@H:5]([OH:9])[C:6]([NH:15][C@H:16]([C:20]([NH:22][N:23]1[C:29](=[O:30])[CH:28]([CH2:31][CH:32]2[CH2:33][CH2:34]2)[C:27]2[CH:35]=[CH:36][CH:37]=[CH:38][C:26]=2[C:25]2[CH:39]=[CH:40][CH:41]=[CH:42][C:24]1=2)=[O:21])[CH:17]([CH3:19])[CH3:18])=[O:8]. The catalyst class is: 254.